This data is from Catalyst prediction with 721,799 reactions and 888 catalyst types from USPTO. The task is: Predict which catalyst facilitates the given reaction. (1) Reactant: [C:1]([C:3]1[CH:4]=[C:5]([NH:9]/[C:10](=[C:17]2\[C:18](=[O:26])[NH:19][C:20]3[C:25]\2=[CH:24][CH:23]=[CH:22][CH:21]=3)/[C:11]2[CH:16]=[CH:15][CH:14]=[CH:13][CH:12]=2)[CH:6]=[CH:7][CH:8]=1)#[N:2].Cl.C([O-])(=O)C.[NH4+:32]. Product: [C:1]([C:3]1[CH:4]=[C:5]([NH:9]/[C:10](=[C:17]2\[C:18](=[O:26])[NH:19][C:20]3[C:25]\2=[CH:24][CH:23]=[CH:22][CH:21]=3)/[C:11]2[CH:16]=[CH:15][CH:14]=[CH:13][CH:12]=2)[CH:6]=[CH:7][CH:8]=1)(=[NH:32])[NH2:2]. The catalyst class is: 5. (2) Reactant: [Cl:1][C:2]1[CH:7]=[CH:6][C:5]([C:8]2[C:13]([CH:14]([CH2:19][CH2:20][CH3:21])[C:15]([O:17]C)=[O:16])=[C:12]([CH3:22])[N:11]=[C:10]([N:23]3[CH2:28][CH2:27][CH2:26][CH2:25][CH2:24]3)[N:9]=2)=[C:4]([F:29])[CH:3]=1.[OH-].[Na+]. Product: [Cl:1][C:2]1[CH:7]=[CH:6][C:5]([C:8]2[C:13]([CH:14]([CH2:19][CH2:20][CH3:21])[C:15]([OH:17])=[O:16])=[C:12]([CH3:22])[N:11]=[C:10]([N:23]3[CH2:28][CH2:27][CH2:26][CH2:25][CH2:24]3)[N:9]=2)=[C:4]([F:29])[CH:3]=1. The catalyst class is: 5.